This data is from Catalyst prediction with 721,799 reactions and 888 catalyst types from USPTO. The task is: Predict which catalyst facilitates the given reaction. Reactant: [OH:1][CH2:2][C:3]1([CH2:14][OH:15])[C:12](=[O:13])[C:11]2[C:6](=[CH:7][CH:8]=[CH:9][CH:10]=2)[S:5][CH2:4]1.I([O-])(=O)(=O)=[O:17].[Na+]. Product: [OH:15][CH2:14][C:3]1([CH2:2][OH:1])[C:12](=[O:13])[C:11]2[C:6](=[CH:7][CH:8]=[CH:9][CH:10]=2)[S:5](=[O:17])[CH2:4]1. The catalyst class is: 24.